Dataset: Catalyst prediction with 721,799 reactions and 888 catalyst types from USPTO. Task: Predict which catalyst facilitates the given reaction. (1) Reactant: C[O:2][C:3](=[O:34])[CH2:4][CH2:5][CH2:6][N:7]([C:16]([C@@:18]1([CH3:33])[CH2:21][CH2:20][N:19]1[C:22]([C:24]1[C:25]2[CH:32]=[CH:31][CH:30]=[CH:29][C:26]=2[S:27][CH:28]=1)=[O:23])=[O:17])[CH2:8][C:9]1[CH:14]=[CH:13][CH:12]=[C:11]([Cl:15])[CH:10]=1.[OH-].[Na+]. Product: [S:27]1[CH:28]=[C:24]([C:22]([N:19]2[CH2:20][CH2:21][C@:18]2([CH3:33])[C:16]([N:7]([CH2:8][C:9]2[CH:14]=[CH:13][CH:12]=[C:11]([Cl:15])[CH:10]=2)[CH2:6][CH2:5][CH2:4][C:3]([OH:34])=[O:2])=[O:17])=[O:23])[C:25]2[CH:32]=[CH:31][CH:30]=[CH:29][C:26]1=2. The catalyst class is: 5. (2) Reactant: [CH3:1][C:2]1[CH:7]=[CH:6][C:5]([C:8]2[CH:13]=[CH:12][C:11]([C:14](=[O:21])[CH2:15][CH2:16][C:17]([O:19]C)=[O:18])=[CH:10][CH:9]=2)=[CH:4][CH:3]=1. Product: [CH3:1][C:2]1[CH:3]=[CH:4][C:5]([C:8]2[CH:13]=[CH:12][C:11]([C:14](=[O:21])[CH2:15][CH2:16][C:17]([OH:19])=[O:18])=[CH:10][CH:9]=2)=[CH:6][CH:7]=1. The catalyst class is: 33. (3) The catalyst class is: 203. Reactant: Br[C:2]1[N:11]([CH3:12])[C:10](=[O:13])[C:9]([OH:14])=[C:8]2[C:3]=1[CH2:4][CH2:5][N:6]([CH2:16][C:17]1[CH:22]=[CH:21][C:20]([F:23])=[C:19]([Cl:24])[CH:18]=1)[C:7]2=[O:15].[N:25]1[CH:30]=[CH:29][CH:28]=[C:27](B(O)O)[CH:26]=1.C(=O)([O-])[O-].[Na+].[Na+]. Product: [Cl:24][C:19]1[CH:18]=[C:17]([CH:22]=[CH:21][C:20]=1[F:23])[CH2:16][N:6]1[CH2:5][CH2:4][C:3]2[C:8](=[C:9]([OH:14])[C:10](=[O:13])[N:11]([CH3:12])[C:2]=2[C:27]2[CH:26]=[N:25][CH:30]=[CH:29][CH:28]=2)[C:7]1=[O:15]. (4) Product: [Br:1][C:2]1[N:6]([CH2:7][C:8]([OH:10])=[O:9])[N:5]=[C:4]([C:13]([F:16])([F:14])[F:15])[CH:3]=1. Reactant: [Br:1][C:2]1[N:6]([CH2:7][C:8]([O:10]CC)=[O:9])[N:5]=[C:4]([C:13]([F:16])([F:15])[F:14])[CH:3]=1.[OH-].[Na+].Cl. The catalyst class is: 7. (5) The catalyst class is: 10. Product: [CH3:30][O:29][C:23]1[CH:22]=[C:21]([S:18]([N:17]([CH:31]2[CH2:32][CH2:33]2)[CH2:16][CH2:15][N:14]([CH2:35][CH3:36])[S:11]([C:5]2[CH:6]=[CH:7][C:8]([O:9][CH3:10])=[C:3]([O:2][CH3:1])[CH:4]=2)(=[O:12])=[O:13])(=[O:20])=[O:19])[CH:26]=[CH:25][C:24]=1[O:27][CH3:28]. Reactant: [CH3:1][O:2][C:3]1[CH:4]=[C:5]([S:11]([NH:14][CH2:15][CH2:16][N:17]([CH:31]2[CH2:33][CH2:32]2)[S:18]([C:21]2[CH:26]=[CH:25][C:24]([O:27][CH3:28])=[C:23]([O:29][CH3:30])[CH:22]=2)(=[O:20])=[O:19])(=[O:13])=[O:12])[CH:6]=[CH:7][C:8]=1[O:9][CH3:10].I[CH2:35][CH3:36].C(=O)([O-])[O-].[K+].[K+]. (6) Reactant: [CH3:1][C:2]([O-])([CH3:4])[CH3:3].[K+]. Product: [CH2:1]([CH:2]1[CH2:4][CH2:3][CH:1]([CH:2]2[CH2:4][CH2:3][CH:2]([CH:4]=[CH2:4])[CH2:1][CH2:3]2)[CH2:3]1)[CH2:1][CH3:2]. The catalyst class is: 307. (7) The catalyst class is: 1. Reactant: [C:1]([N:9]=[C:10]=[S:11])(=[O:8])[C:2]1[CH:7]=[CH:6][CH:5]=[CH:4][CH:3]=1.[CH2:12]([O:19][C:20]1[C:21]([NH2:34])=[N:22][CH:23]=[C:24]([O:26][C:27]2[CH:32]=[CH:31][CH:30]=[CH:29][C:28]=2[Cl:33])[CH:25]=1)[C:13]1[CH:18]=[CH:17][CH:16]=[CH:15][CH:14]=1. Product: [C:1]([NH:9][C:10]([NH:34][C:21]1[C:20]([O:19][CH2:12][C:13]2[CH:14]=[CH:15][CH:16]=[CH:17][CH:18]=2)=[CH:25][C:24]([O:26][C:27]2[CH:32]=[CH:31][CH:30]=[CH:29][C:28]=2[Cl:33])=[CH:23][N:22]=1)=[S:11])(=[O:8])[C:2]1[CH:7]=[CH:6][CH:5]=[CH:4][CH:3]=1.